This data is from Retrosynthesis with 50K atom-mapped reactions and 10 reaction types from USPTO. The task is: Predict the reactants needed to synthesize the given product. Given the product CCOC(=O)/C(C)=C/[C@H](C(C)C)N(C)C(=O)[C@@H](NC(=O)[C@H](NC)C(C)(C)c1cccs1)C(C)(C)C, predict the reactants needed to synthesize it. The reactants are: CCOC(=O)/C(C)=C/[C@H](C(C)C)N(C)C(=O)[C@@H](N)C(C)(C)C.CN[C@H](C(=O)O)C(C)(C)c1cccs1.